Predict the product of the given reaction. From a dataset of Forward reaction prediction with 1.9M reactions from USPTO patents (1976-2016). (1) Given the reactants [Br:1][C:2]1[CH:3]=[N:4][C:5]([O:8]N2C3=NC=CC=C3N=N2)=[N:6][CH:7]=1.[N:18]1[CH:23]=[C:22](B(O)O)[CH:21]=[N:20][CH:19]=1.C([O-])([O-])=O.[Cs+].[Cs+], predict the reaction product. The product is: [Br:1][C:2]1[CH:7]=[N:6][C:5]([O:8][C:22]2[CH:23]=[N:18][CH:19]=[N:20][CH:21]=2)=[N:4][CH:3]=1. (2) The product is: [C:1]([C:3]1[C:15]2[NH:14][C:13]3[C:8](=[CH:9][CH:10]=[C:11]([C:16]([N:18]4[CH2:23][CH2:22][N:21]([CH3:24])[CH2:20][CH2:19]4)=[O:17])[CH:12]=3)[C:7]=2[C:6]([N:25]2[CH2:30][CH2:29][CH2:28][C@@H:27]([NH:31][C:32](=[O:41])[O:33][CH2:34][C:35]3[CH:36]=[CH:37][CH:38]=[CH:39][CH:40]=3)[CH2:26]2)=[CH:5][CH:4]=1)(=[O:42])[NH2:2]. Given the reactants [C:1]([C:3]1[C:15]2[NH:14][C:13]3[C:8](=[CH:9][CH:10]=[C:11]([C:16]([N:18]4[CH2:23][CH2:22][N:21]([CH3:24])[CH2:20][CH2:19]4)=[O:17])[CH:12]=3)[C:7]=2[C:6]([N:25]2[CH2:30][CH2:29][CH2:28][C@@H:27]([NH:31][C:32](=[O:41])[O:33][CH2:34][C:35]3[CH:40]=[CH:39][CH:38]=[CH:37][CH:36]=3)[CH2:26]2)=[CH:5][CH:4]=1)#[N:2].[OH-:42].[K+].OO.O, predict the reaction product. (3) Given the reactants C([O:8][C:9](=[O:22])[C:10]1[CH:15]=[CH:14][C:13]([N:16]2[CH2:21][CH2:20][NH:19][CH2:18][CH2:17]2)=[CH:12][CH:11]=1)C1C=CC=CC=1.Cl[C:24]1[CH:40]=[CH:39][C:27]([C:28]([NH:30][C:31]2[CH:36]=[CH:35][CH:34]=[C:33]([O:37][CH3:38])[CH:32]=2)=[O:29])=[CH:26][N:25]=1.C1(NC(C2C=CC(N3CCN(C4C=CC(C(O)=O)=CC=4)CC3)=NC=2)=O)C=CC=CC=1, predict the reaction product. The product is: [CH3:38][O:37][C:33]1[CH:32]=[C:31]([NH:30][C:28]([C:27]2[CH:39]=[CH:40][C:24]([N:19]3[CH2:18][CH2:17][N:16]([C:13]4[CH:12]=[CH:11][C:10]([C:9]([OH:8])=[O:22])=[CH:15][CH:14]=4)[CH2:21][CH2:20]3)=[N:25][CH:26]=2)=[O:29])[CH:36]=[CH:35][CH:34]=1. (4) Given the reactants [Cl:1][C:2]1[CH:7]=[C:6]([NH2:8])[C:5]([I:9])=[CH:4][C:3]=1[C:10]1[CH:15]=[CH:14][C:13]([C:16]2[CH:21]=[CH:20][C:19]([S:22]([CH3:25])(=[O:24])=[O:23])=[CH:18][CH:17]=2)=[CH:12][CH:11]=1.CCN(C(C)C)C(C)C.[F:35][C:36]([F:47])([F:46])[C:37](O[C:37](=[O:38])[C:36]([F:47])([F:46])[F:35])=[O:38], predict the reaction product. The product is: [Cl:1][C:2]1[CH:7]=[C:6]([NH:8][C:37](=[O:38])[C:36]([F:47])([F:46])[F:35])[C:5]([I:9])=[CH:4][C:3]=1[C:10]1[CH:15]=[CH:14][C:13]([C:16]2[CH:21]=[CH:20][C:19]([S:22]([CH3:25])(=[O:24])=[O:23])=[CH:18][CH:17]=2)=[CH:12][CH:11]=1. (5) Given the reactants Cl[C:2]1[C:7]2[CH2:8][CH2:9][O:10][C:11]3[CH:16]=[CH:15][CH:14]=[CH:13][C:12]=3[C:6]=2[N:5]=[C:4]([NH2:17])[N:3]=1.C(N(CC)CC)C.[C:25]([O:29][C:30]([N:32]1[CH2:37][CH2:36][NH:35][CH2:34][CH2:33]1)=[O:31])([CH3:28])([CH3:27])[CH3:26], predict the reaction product. The product is: [C:25]([O:29][C:30]([N:32]1[CH2:37][CH2:36][N:35]([C:2]2[C:7]3[CH2:8][CH2:9][O:10][C:11]4[CH:16]=[CH:15][CH:14]=[CH:13][C:12]=4[C:6]=3[N:5]=[C:4]([NH2:17])[N:3]=2)[CH2:34][CH2:33]1)=[O:31])([CH3:28])([CH3:26])[CH3:27]. (6) Given the reactants Br[CH:2]([CH2:9][C:10]([O:12][CH3:13])=[O:11])[C:3](=O)[C:4]([O:6][CH3:7])=[O:5].CO.[CH:16](=[S:18])[NH2:17], predict the reaction product. The product is: [CH3:13][O:12][C:10](=[O:11])[CH2:9][C:2]1[S:18][CH:16]=[N:17][C:3]=1[C:4]([O:6][CH3:7])=[O:5].